This data is from Full USPTO retrosynthesis dataset with 1.9M reactions from patents (1976-2016). The task is: Predict the reactants needed to synthesize the given product. (1) Given the product [CH3:1][O:2][C:3]1[C:11]2[O:10][C:9]([CH3:12])([CH3:13])[CH2:8][C:7]=2[CH:6]=[C:5]([C:14]([NH:51][C:48]2[CH:49]=[CH:50][N:46]([CH3:45])[N:47]=2)=[O:16])[CH:4]=1, predict the reactants needed to synthesize it. The reactants are: [CH3:1][O:2][C:3]1[C:11]2[O:10][C:9]([CH3:13])([CH3:12])[CH2:8][C:7]=2[CH:6]=[C:5]([C:14]([OH:16])=O)[CH:4]=1.CCN=C=NCCCN(C)C.CN1CCOCC1.C1C=CC2N(O)N=NC=2C=1.[CH3:45][N:46]1[CH:50]=[CH:49][C:48]([NH2:51])=[N:47]1. (2) Given the product [CH2:1]([O:8][C:9]([N:11]1[CH2:16][CH2:15][CH:14]([NH2:17])[CH2:13][CH2:12]1)=[O:10])[C:2]1[CH:7]=[CH:6][CH:5]=[CH:4][CH:3]=1, predict the reactants needed to synthesize it. The reactants are: [CH2:1]([O:8][C:9]([N:11]1[CH2:16][CH2:15][CH:14]([NH:17]C(OC(C)(C)C)=O)[CH2:13][CH2:12]1)=[O:10])[C:2]1[CH:7]=[CH:6][CH:5]=[CH:4][CH:3]=1.C(O)(C(F)(F)F)=O. (3) Given the product [Cl:1][C:2]1[CH:7]=[C:6]([O:8][CH3:9])[CH:5]=[CH:4][C:3]=1[C:10]1[CH:15]=[CH:14][N:13]=[C:12]([NH:32][CH:30]([CH3:31])[CH2:29][O:28][CH3:27])[C:11]=1[N+:24]([O-:26])=[O:25], predict the reactants needed to synthesize it. The reactants are: [Cl:1][C:2]1[CH:7]=[C:6]([O:8][CH3:9])[CH:5]=[CH:4][C:3]=1[C:10]1[CH:15]=[CH:14][N:13]=[C:12](OS(C(F)(F)F)(=O)=O)[C:11]=1[N+:24]([O-:26])=[O:25].[CH3:27][O:28][CH2:29][CH:30]([NH2:32])[CH3:31]. (4) Given the product [C:29]([N:26]1[CH2:25][CH2:24][CH:23]([CH2:22][C:8]2[N:5]3[CH:6]=[CH:7][C:2]([CH3:1])=[CH:3][C:4]3=[N:10][C:9]=2[C:11]2[CH:16]=[CH:15][C:14]([C:17]([NH:18][CH3:19])=[O:20])=[CH:13][C:12]=2[CH3:21])[CH2:28][CH2:27]1)(=[O:31])[CH3:36], predict the reactants needed to synthesize it. The reactants are: [CH3:1][C:2]1[CH:7]=[CH:6][N:5]2[C:8]([CH2:22][CH:23]3[CH2:28][CH2:27][N:26]([C:29]([O:31]C(C)(C)C)=O)[CH2:25][CH2:24]3)=[C:9]([C:11]3[CH:16]=[CH:15][C:14]([C:17](=[O:20])[NH:18][CH3:19])=[CH:13][C:12]=3[CH3:21])[N:10]=[C:4]2[CH:3]=1.[CH3:36]NC(=O)C1C=CC(C2N=C3C=C(C)C=CN3C=2)=C(C)C=1.Cl.N1C=CC=CC=1.C(OC(=O)C)(=O)C. (5) Given the product [ClH:28].[CH3:26][C:24]1([CH3:27])[O:25][C:16]2[C:17](=[C:18]3[C:13](=[CH:14][CH:15]=2)[NH:12][C:11]2[CH2:10][CH2:9][NH:8][CH2:21][CH2:20][C:19]3=2)[CH2:22][CH2:23]1, predict the reactants needed to synthesize it. The reactants are: C([N:8]1[CH2:21][CH2:20][C:19]2[C:18]3[C:13](=[CH:14][CH:15]=[C:16]4[O:25][C:24]([CH3:27])([CH3:26])[CH:23]=[CH:22][C:17]4=3)[NH:12][C:11]=2[CH2:10][CH2:9]1)C1C=CC=CC=1.[ClH:28]. (6) Given the product [Cl:35][C:27]1[CH:26]=[C:25]([C@@H:18]([CH2:19][CH:20]2[CH2:24][CH2:23][CH2:22][CH2:21]2)[C:17]([NH:16][C:13]2[CH:12]=[N:11][C:10]([CH2:7][C@@H:1]([OH:4])[CH2:46][OH:50])=[CH:15][N:14]=2)=[O:36])[CH:30]=[CH:29][C:28]=1[S:31]([CH3:34])(=[O:33])=[O:32], predict the reactants needed to synthesize it. The reactants are: [C:1](=[O:4])([O-])[O-].[K+].[K+].[CH2:7]([C:10]1[N:11]=[CH:12][C:13]([NH:16][C:17](=[O:36])[C@@H:18]([C:25]2[CH:30]=[CH:29][C:28]([S:31]([CH3:34])(=[O:33])=[O:32])=[C:27]([Cl:35])[CH:26]=2)[CH2:19][CH:20]2[CH2:24][CH2:23][CH2:22][CH2:21]2)=[N:14][CH:15]=1)C=C.S(S([O-])=O)([O-])(=O)=O.[Na+].[Na+].[C:46]([OH:50])(C)(C)C.O. (7) Given the product [NH2:1][C:2]1[N:3]([C:8]2[C:17]3[C:12](=[CH:13][CH:14]=[CH:15][CH:16]=3)[C:11]([CH:18]3[CH2:20][CH2:19]3)=[CH:10][CH:9]=2)[C:4]([S:7][CH2:26][CH2:25][C:24]([O:23][CH2:21][CH3:22])=[O:28])=[N:5][N:6]=1, predict the reactants needed to synthesize it. The reactants are: [NH2:1][C:2]1[N:3]([C:8]2[C:17]3[C:12](=[CH:13][CH:14]=[CH:15][CH:16]=3)[C:11]([CH:18]3[CH2:20][CH2:19]3)=[CH:10][CH:9]=2)[C:4]([SH:7])=[N:5][N:6]=1.[CH2:21]([O:23][C:24](=[O:28])[CH2:25][CH2:26]Br)[CH3:22]. (8) Given the product [CH:1]([C:3]1[CH:4]=[C:5]([C:8]([O:10][CH3:11])=[O:9])[N:6]([CH3:14])[CH:7]=1)=[O:2], predict the reactants needed to synthesize it. The reactants are: [CH:1]([C:3]1[CH:4]=[C:5]([C:8]([O:10][CH3:11])=[O:9])[NH:6][CH:7]=1)=[O:2].[H-].[Na+].[CH3:14]I.